This data is from Forward reaction prediction with 1.9M reactions from USPTO patents (1976-2016). The task is: Predict the product of the given reaction. Given the reactants [SH:1][CH2:2][CH2:3][OH:4].C1CCN2C(=NCCC2)CC1.CC1C=CC(S(O[CH2:27][CH2:28][NH:29][C:30]([O:32][C:33]([CH3:36])([CH3:35])[CH3:34])=[O:31])(=O)=O)=CC=1, predict the reaction product. The product is: [OH:4][CH2:3][CH2:2][S:1][CH2:27][CH2:28][NH:29][C:30](=[O:31])[O:32][C:33]([CH3:36])([CH3:35])[CH3:34].